From a dataset of Reaction yield outcomes from USPTO patents with 853,638 reactions. Predict the reaction yield, written as a fraction of the theoretical maximum amount of product (1.0 means a 100% yield; for example, 0.34 means a 34% yield). (1) The reactants are [NH2:1][C:2]1[N:7]=[C:6]([N:8]([CH3:15])[C:9]2[CH:14]=[CH:13][CH:12]=[CH:11][CH:10]=2)[N:5]=[C:4]([C:16]2[N:20]=[C:19]([C:21]3[CH:22]=[CH:23][C:24]([CH2:27]O)=[N:25][CH:26]=3)[O:18][N:17]=2)[N:3]=1.CS(Cl)(=O)=O.[CH2:34]([N:36](CC)[CH2:37][CH3:38])[CH3:35].N1CCCC1. The catalyst is C(Cl)Cl. The product is [CH3:15][N:8]([C:9]1[CH:10]=[CH:11][CH:12]=[CH:13][CH:14]=1)[C:6]1[N:7]=[C:2]([NH2:1])[N:3]=[C:4]([C:16]2[N:20]=[C:19]([C:21]3[CH:26]=[N:25][C:24]([CH2:27][N:36]4[CH2:37][CH2:38][CH2:35][CH2:34]4)=[CH:23][CH:22]=3)[O:18][N:17]=2)[N:5]=1. The yield is 0.450. (2) The reactants are [H-].[Al+3].[Li+].[H-].[H-].[H-].[Cl:7][C:8]1[CH:9]=[C:10]([C:15]([NH:24][CH:25]=O)([CH2:21][CH:22]=[CH2:23])[C:16](OCC)=[O:17])[CH:11]=[CH:12][C:13]=1[Cl:14].O.[OH-].[Na+]. The catalyst is O1CCCC1. The product is [ClH:7].[Cl:7][C:8]1[CH:9]=[C:10]([C:15]([NH:24][CH3:25])([CH2:21][CH:22]=[CH2:23])[CH2:16][OH:17])[CH:11]=[CH:12][C:13]=1[Cl:14]. The yield is 0.690. (3) The reactants are [OH:1][CH2:2][CH2:3][CH2:4][CH2:5][CH2:6][CH2:7][CH2:8][C:9]([OH:11])=[O:10].[C:12](Cl)(=O)C.[O:16]1[CH:21]=[CH:20][CH2:19][CH2:18][CH2:17]1.C(N(CC)CC)C. The catalyst is CO. The product is [O:16]1[CH2:17][CH2:18][CH2:19][CH2:20][CH:21]1[O:1][CH2:2][CH2:3][CH2:4][CH2:5][CH2:6][CH2:7][CH2:8][C:9]([O:11][CH3:12])=[O:10]. The yield is 0.900. (4) The reactants are [NH2:1][C:2]1[CH:10]=[CH:9][CH:8]=[C:7]2[C:3]=1[C:4](=[O:20])[N:5]([CH:12]1[CH2:17][CH2:16][C:15](=[O:18])[NH:14][C:13]1=[O:19])[C:6]2=[O:11].[C:21]([O:24][CH2:25][CH3:26])(=[O:23])C. No catalyst specified. The product is [CH2:25]([O:24][C:21](=[O:23])[NH:1][CH2:2][CH2:10][CH2:9][CH2:8][CH2:7][C:6](=[O:11])[NH:1][C:2]1[CH:10]=[CH:9][CH:8]=[C:7]2[C:3]=1[C:4](=[O:20])[N:5]([CH:12]1[CH2:17][CH2:16][C:15](=[O:18])[NH:14][C:13]1=[O:19])[C:6]2=[O:11])[C:26]1[CH:15]=[CH:16][CH:17]=[CH:12][CH:13]=1. The yield is 0.480. (5) The reactants are [Cl:1][C:2]1[CH:7]=[CH:6][CH:5]=[CH:4][C:3]=1[C:8]1[N:9]([C:22]2[CH:27]=[CH:26][C:25]([Cl:28])=[CH:24][CH:23]=2)[CH:10]=[C:11]([C:13]([N:15]2[CH2:20][CH2:19][C:18](=[O:21])[CH2:17][CH2:16]2)=[O:14])[N:12]=1.[F:29][C:30]1[CH:35]=[CH:34][C:33]([Mg]Br)=[CH:32][CH:31]=1.[NH4+].[Cl-].O. The catalyst is C1COCC1. The product is [Cl:1][C:2]1[CH:7]=[CH:6][CH:5]=[CH:4][C:3]=1[C:8]1[N:9]([C:22]2[CH:23]=[CH:24][C:25]([Cl:28])=[CH:26][CH:27]=2)[CH:10]=[C:11]([C:13]([N:15]2[CH2:16][CH2:17][C:18]([C:33]3[CH:34]=[CH:35][C:30]([F:29])=[CH:31][CH:32]=3)([OH:21])[CH2:19][CH2:20]2)=[O:14])[N:12]=1. The yield is 0.460.